From a dataset of Reaction yield outcomes from USPTO patents with 853,638 reactions. Predict the reaction yield, written as a fraction of the theoretical maximum amount of product (1.0 means a 100% yield; for example, 0.34 means a 34% yield). (1) The reactants are [OH-].[Na+].[CH3:3][O:4][C:5]1[CH:6]=[C:7]2[C:20](=[CH:21][CH:22]=1)[C:11]1[S:12][C:13]([C:15]([O:17]CC)=[O:16])=[CH:14][C:10]=1[CH2:9][CH2:8]2.CO.C1COCC1. The catalyst is O. The product is [CH3:3][O:4][C:5]1[CH:6]=[C:7]2[C:20](=[CH:21][CH:22]=1)[C:11]1[S:12][C:13]([C:15]([OH:17])=[O:16])=[CH:14][C:10]=1[CH2:9][CH2:8]2. The yield is 0.690. (2) The reactants are [Cl:1][C:2]1[CH:3]=[CH:4][C:5]2[CH2:11][S:10](=[O:13])(=[O:12])[NH:9][N:8]=[C:7]([C:14]3[CH:19]=[CH:18][C:17]([F:20])=[CH:16][CH:15]=3)[C:6]=2[CH:21]=1.[CH2:22](I)[CH2:23][CH3:24]. No catalyst specified. The product is [Cl:1][C:2]1[CH:3]=[CH:4][C:5]2[CH2:11][S:10](=[O:12])(=[O:13])[N:9]([CH2:22][CH2:23][CH3:24])[N:8]=[C:7]([C:14]3[CH:19]=[CH:18][C:17]([F:20])=[CH:16][CH:15]=3)[C:6]=2[CH:21]=1. The yield is 0.850. (3) The reactants are C(OC([N:8]1[CH2:13][CH2:12][C:11]([C:24]2[CH:29]=[CH:28][C:27]([C:30]3[C:31]([CH3:41])=[N:32][N:33](S(=O)(=O)N(C)C)[CH:34]=3)=[CH:26][CH:25]=2)([CH2:14][O:15][C:16]2[CH:21]=[CH:20][CH:19]=[C:18]([O:22][CH3:23])[CH:17]=2)[CH2:10][CH2:9]1)=O)(C)(C)C.C(=O)(O)[O-].[Na+]. The catalyst is CO.Cl. The product is [CH3:23][O:22][C:18]1[CH:17]=[C:16]([CH:21]=[CH:20][CH:19]=1)[O:15][CH2:14][C:11]1([C:24]2[CH:29]=[CH:28][C:27]([C:30]3[C:31]([CH3:41])=[N:32][NH:33][CH:34]=3)=[CH:26][CH:25]=2)[CH2:10][CH2:9][NH:8][CH2:13][CH2:12]1. The yield is 0.100. (4) The reactants are [CH3:1][C:2]1([CH3:42])[C:6]([CH3:8])([CH3:7])[O:5][B:4]([C:9]2[CH:10]=[CH:11][C:12]3[C:41]4[C:17](=[C:18]5[C:38](=[CH:39][CH:40]=4)[C:22]4[N:23]=[C:24]([C@@H:26]6[CH2:30][CH2:29][CH2:28][N:27]6[C:31](OC(C)(C)C)=[O:32])[NH:25][C:21]=4[CH:20]=[CH:19]5)[O:16][CH2:15][C:13]=3[CH:14]=2)[O:3]1.Cl.[CH3:44][O:45][C:46]([NH:48][C@@H:49]([CH:53]([CH3:55])[CH3:54])C(O)=O)=[O:47].CN(C(ON1N=NC2C=CC=NC1=2)=[N+](C)C)C.F[P-](F)(F)(F)(F)F.C(N(C(C)C)CC)(C)C. The product is [CH3:54][CH:53]([CH3:55])[C@H:49]([NH:48][C:46](=[O:47])[O:45][CH3:44])[C:31](=[O:32])[N:27]1[CH2:28][CH2:29][CH2:30][C@H:26]1[C:24]1[NH:25][C:21]2[CH:20]=[CH:19][C:18]3[C:38](=[CH:39][CH:40]=[C:41]4[C:12]5[CH:11]=[CH:10][C:9]([B:4]6[O:3][C:2]([CH3:42])([CH3:1])[C:6]([CH3:7])([CH3:8])[O:5]6)=[CH:14][C:13]=5[CH2:15][O:16][C:17]4=3)[C:22]=2[N:23]=1. The catalyst is C(OCC)(=O)C.C(O)C. The yield is 0.720. (5) The reactants are [N+:1]([C:4]1[N:5]=[C:6]([S:9][C:10]2[CH:15]=[CH:14][CH:13]=[CH:12][C:11]=2[N+:16]([O-:18])=[O:17])[NH:7][CH:8]=1)([O-:3])=[O:2].[K].[C:20](=O)([O-])[O-].[F-].[Cs+].[C:26]([O:29][CH2:30][CH3:31])(=O)C. The catalyst is O.CN(C)C=O. The product is [CH3:20][C@@:30]1([CH2:31][N:7]2[CH:8]=[C:4]([N+:1]([O-:3])=[O:2])[N:5]=[C:6]2[S:9][C:10]2[CH:15]=[CH:14][CH:13]=[CH:12][C:11]=2[N+:16]([O-:18])=[O:17])[CH2:26][O:29]1. The yield is 0.790. (6) The yield is 0.480. The reactants are Cl[C:2]1[CH:7]=[CH:6][CH:5]=[C:4]([Cl:8])[N:3]=1.[NH2:9][C:10]1[CH:15]=[CH:14][CH:13]=[CH:12][CH:11]=1.CC(C)([O-])C.[Na+].N#N. The catalyst is C1(C)C=CC=CC=1.C1C=CC(/C=C/C(/C=C/C2C=CC=CC=2)=O)=CC=1.C1C=CC(/C=C/C(/C=C/C2C=CC=CC=2)=O)=CC=1.C1C=CC(/C=C/C(/C=C/C2C=CC=CC=2)=O)=CC=1.[Pd].[Pd].C1C=CC(P(C2C(C3C(P(C4C=CC=CC=4)C4C=CC=CC=4)=CC=C4C=3C=CC=C4)=C3C(C=CC=C3)=CC=2)C2C=CC=CC=2)=CC=1. The product is [Cl:8][C:4]1[N:3]=[C:2]([NH:9][C:10]2[CH:15]=[CH:14][CH:13]=[CH:12][CH:11]=2)[CH:7]=[CH:6][CH:5]=1. (7) The reactants are CO.[CH3:3][N:4]([CH3:18])[C:5]1[C:14]([CH2:15]O)=[CH:13][C:12]2[C:7](=[CH:8][CH:9]=[C:10]([CH3:17])[CH:11]=2)[N:6]=1.O=S(Cl)[Cl:21]. The catalyst is C(Cl)Cl. The product is [ClH:21].[Cl:21][CH2:15][C:14]1[C:5]([N:4]([CH3:18])[CH3:3])=[N:6][C:7]2[C:12]([CH:13]=1)=[CH:11][C:10]([CH3:17])=[CH:9][CH:8]=2. The yield is 0.500. (8) The reactants are [F:1][C:2]1[C:3]([CH3:17])=[CH:4][CH:5]=[C:6]2[C:11]=1[NH:10][C:9]([C:12]([O:14][CH3:15])=[O:13])=[CH:8][C:7]2=O.O=P(Cl)(Cl)[Cl:20]. No catalyst specified. The product is [Cl:20][C:7]1[C:6]2[C:11](=[C:2]([F:1])[C:3]([CH3:17])=[CH:4][CH:5]=2)[N:10]=[C:9]([C:12]([O:14][CH3:15])=[O:13])[CH:8]=1. The yield is 0.750. (9) The reactants are [C:1]([C:3]1[CH:4]=[N:5][CH:6]=[C:7]([CH:20]=1)[C:8]([N:10]=[S@@:11]([CH3:19])(=[O:18])[C:12]1[CH:17]=[CH:16][CH:15]=[CH:14][CH:13]=1)=[O:9])#[CH:2].I[C:22]1[CH:30]=[CH:29][C:25]([C:26]([OH:28])=[O:27])=[CH:24][CH:23]=1. No catalyst specified. The product is [CH3:19][S@:11](=[N:10][C:8]([C:7]1[CH:20]=[C:3]([C:1]#[C:2][C:22]2[CH:30]=[CH:29][C:25]([C:26]([OH:28])=[O:27])=[CH:24][CH:23]=2)[CH:4]=[N:5][CH:6]=1)=[O:9])(=[O:18])[C:12]1[CH:13]=[CH:14][CH:15]=[CH:16][CH:17]=1. The yield is 0.490. (10) The reactants are [Br:1][C:2]1[CH:7]=[CH:6][C:5]([O:8][CH3:9])=[CH:4][C:3]=1[CH3:10].[Br:11]N1C(=O)CCC1=O. The catalyst is ClCCl.C(OOC(=O)C1C=CC=CC=1)(=O)C1C=CC=CC=1. The product is [Br:1][C:2]1[CH:7]=[CH:6][C:5]([O:8][CH3:9])=[CH:4][C:3]=1[CH2:10][Br:11]. The yield is 0.720.